Dataset: Forward reaction prediction with 1.9M reactions from USPTO patents (1976-2016). Task: Predict the product of the given reaction. (1) Given the reactants [F:1][C:2]1[CH:3]=[C:4]([C@@:9]2([OH:25])[CH2:14][CH2:13][N:12]([C:15]([O:17][C:18]([CH3:21])([CH3:20])[CH3:19])=[O:16])[CH2:11][C@@H:10]2/[CH:22]=[N:23]/[OH:24])[CH:5]=[CH:6][C:7]=1[F:8].CC1C=CC(S(NCl)(=O)=O)=CC=1.[Cl:38][C:39]#[C:40][C:41]1[CH:46]=[CH:45][CH:44]=[CH:43][C:42]=1[CH2:47][CH2:48][NH:49][C:50](=[O:59])[O:51][CH2:52][C:53]1[CH:58]=[CH:57][CH:56]=[CH:55][CH:54]=1, predict the reaction product. The product is: [CH2:52]([O:51][C:50]([NH:49][CH2:48][CH2:47][C:42]1[CH:43]=[CH:44][CH:45]=[CH:46][C:41]=1[C:40]1[O:24][N:23]=[C:22]([C@@H:10]2[C@:9]([C:4]3[CH:5]=[CH:6][C:7]([F:8])=[C:2]([F:1])[CH:3]=3)([OH:25])[CH2:14][CH2:13][N:12]([C:15]([O:17][C:18]([CH3:21])([CH3:19])[CH3:20])=[O:16])[CH2:11]2)[C:39]=1[Cl:38])=[O:59])[C:53]1[CH:54]=[CH:55][CH:56]=[CH:57][CH:58]=1. (2) Given the reactants [OH:1][C:2]([C:15]([F:18])([F:17])[F:16])([CH2:5][C:6]([CH3:14])([C:8]1[CH:13]=[CH:12][CH:11]=[CH:10][CH:9]=1)[CH3:7])[CH:3]=O.[NH2:19][C:20]1[CH:25]=[CH:24][CH:23]=[CH:22][CH:21]=1, predict the reaction product. The product is: [F:16][C:15]([F:18])([F:17])[C:2]([CH:3]=[N:19][C:20]1[CH:25]=[CH:24][CH:23]=[CH:22][CH:21]=1)([OH:1])[CH2:5][C:6]([C:8]1[CH:13]=[CH:12][CH:11]=[CH:10][CH:9]=1)([CH3:14])[CH3:7].